Predict which catalyst facilitates the given reaction. From a dataset of Catalyst prediction with 721,799 reactions and 888 catalyst types from USPTO. (1) Reactant: [F:1][C:2]1[CH:7]=[C:6]([F:8])[CH:5]=[C:4]([F:9])[C:3]=1[CH2:10][C:11](=[O:13])[CH3:12].[CH3:14][O:15][C:16]1[CH:17]=[C:18]([CH:21]=[C:22]([O:24][CH3:25])[CH:23]=1)[CH:19]=O.N1CCCCC1.C(O)(=O)C. Product: [CH3:25][O:24][C:22]1[CH:21]=[C:18]([CH:19]=[C:10]([C:3]2[C:2]([F:1])=[CH:7][C:6]([F:8])=[CH:5][C:4]=2[F:9])[C:11](=[O:13])[CH3:12])[CH:17]=[C:16]([O:15][CH3:14])[CH:23]=1. The catalyst class is: 11. (2) Reactant: [N+:1]([C:4]1[CH:5]=[C:6]([C:21]2[CH:26]=[CH:25][CH:24]=[CH:23][C:22]=2[C:27]([F:30])([F:29])[F:28])[CH:7]=[CH:8][C:9]=1[NH:10][C:11](=[O:20])/[CH:12]=[CH:13]/[CH:14]1[CH2:19][CH2:18][O:17][CH2:16][CH2:15]1)([O-])=O.[NH4+].[Cl-].C([O-])(O)=O.[Na+]. Product: [NH2:1][C:4]1[CH:5]=[C:6]([C:21]2[CH:26]=[CH:25][CH:24]=[CH:23][C:22]=2[C:27]([F:30])([F:28])[F:29])[CH:7]=[CH:8][C:9]=1[NH:10][C:11](=[O:20])/[CH:12]=[CH:13]/[CH:14]1[CH2:15][CH2:16][O:17][CH2:18][CH2:19]1. The catalyst class is: 406. (3) Reactant: C(O[C:4]1(O[Si](C)(C)C)[CH2:6][CH2:5]1)C.[N+:12]([C:15]1[CH:20]=[CH:19][C:18]([N:21]2[CH2:26][CH2:25][NH:24][CH2:23][CH2:22]2)=[CH:17][CH:16]=1)([O-:14])=[O:13].C(O)(=O)C.C([BH3-])#N.[Na+]. Product: [CH:4]1([N:24]2[CH2:25][CH2:26][N:21]([C:18]3[CH:17]=[CH:16][C:15]([N+:12]([O-:14])=[O:13])=[CH:20][CH:19]=3)[CH2:22][CH2:23]2)[CH2:5][CH2:6]1. The catalyst class is: 5. (4) Reactant: [Cl:1][C:2]1[C:3]([F:28])=[C:4]([CH:8]2[C:12]([C:15]3[CH:20]=[CH:19][C:18]([Cl:21])=[CH:17][C:16]=3[F:22])([C:13]#[N:14])[CH:11]([CH2:23][C:24]([CH3:27])([CH3:26])[CH3:25])[CH2:10][NH:9]2)[CH:5]=[CH:6][CH:7]=1.[N:29]([C:32]1[CH:33]=[N:34][CH:35]=[CH:36][CH:37]=1)=[C:30]=[O:31]. The catalyst class is: 2. Product: [N:34]1[CH:35]=[CH:36][CH:37]=[C:32]([NH:29][C:30]([N:9]2[CH2:10][CH:11]([CH2:23][C:24]([CH3:25])([CH3:27])[CH3:26])[C:12]([C:15]3[CH:20]=[CH:19][C:18]([Cl:21])=[CH:17][C:16]=3[F:22])([C:13]#[N:14])[CH:8]2[C:4]2[CH:5]=[CH:6][CH:7]=[C:2]([Cl:1])[C:3]=2[F:28])=[O:31])[CH:33]=1. (5) Reactant: [CH3:1][NH:2][CH2:3][CH2:4][CH:5]([O:12][C:13]1[CH:14]=[CH:15][C:16]([C:19]([F:22])([F:21])[F:20])=[CH:17][CH:18]=1)[C:6]1[CH:7]=[CH:8][CH:9]=[CH:10][CH:11]=1.C(OCC)C.[ClH:28].C(OCC)(=O)C. Product: [CH3:1][NH:2][CH2:3][CH2:4][CH:5]([O:12][C:13]1[CH:18]=[CH:17][C:16]([C:19]([F:20])([F:22])[F:21])=[CH:15][CH:14]=1)[C:6]1[CH:7]=[CH:8][CH:9]=[CH:10][CH:11]=1.[ClH:28]. The catalyst class is: 81. (6) Reactant: [O:1]=[C:2]1[C:11]2[C:6](=[C:7]([CH:12]=[CH2:13])[N:8]=[CH:9][CH:10]=2)[O:5][C:4]([C:14]2[CH:19]=[CH:18][CH:17]=[CH:16][CH:15]=2)=[C:3]1[C:20]1[CH:25]=[CH:24][C:23]([C:26]2([NH:30]C(=O)OC(C)(C)C)[CH2:29][CH2:28][CH2:27]2)=[CH:22][CH:21]=1.[ClH:38].O1CCOCC1. Product: [NH2:30][C:26]1([C:23]2[CH:22]=[CH:21][C:20]([C:3]3[C:2](=[O:1])[C:11]4[C:6]([O:5][C:4]=3[C:14]3[CH:19]=[CH:18][CH:17]=[CH:16][CH:15]=3)=[C:7]([CH2:12][CH2:13][Cl:38])[N:8]=[CH:9][CH:10]=4)=[CH:25][CH:24]=2)[CH2:27][CH2:28][CH2:29]1.[ClH:38]. The catalyst class is: 2. (7) Reactant: [F:1][C:2]([F:26])([F:25])[C@@H:3]([CH3:24])[O:4][C:5]1[CH:10]=[CH:9][C:8]([N:11]2[CH2:22][CH2:21][C:13]3([CH2:20][CH2:19][C:16]4([O:18][CH2:17]4)[CH2:15][CH2:14]3)[C:12]2=[O:23])=[CH:7][CH:6]=1.CC1C=CC(S(O)(=O)=O)=CC=1. Product: [O:23]=[C:12]1[C:13]2([CH2:14][CH2:15][CH:16]([CH:17]=[O:18])[CH2:19][CH2:20]2)[CH2:21][CH2:22][N:11]1[C:8]1[CH:7]=[CH:6][C:5]([O:4][C@H:3]([CH3:24])[C:2]([F:25])([F:1])[F:26])=[CH:10][CH:9]=1. The catalyst class is: 789. (8) Reactant: [N+:1]([C:4]1[CH:12]=[CH:11][CH:10]=[C:9]2[C:5]=1[CH:6]=[CH:7][N:8]2[C:13]1[CH:18]=[CH:17][N:16]=[C:15]([NH:19][C@H:20]2[CH2:25][CH2:24][C@H:23]([OH:26])[CH2:22][CH2:21]2)[N:14]=1)([O-])=O.CCO.[Cl-].[NH4+]. Product: [NH2:1][C:4]1[CH:12]=[CH:11][CH:10]=[C:9]2[C:5]=1[CH:6]=[CH:7][N:8]2[C:13]1[CH:18]=[CH:17][N:16]=[C:15]([NH:19][C@H:20]2[CH2:21][CH2:22][C@H:23]([OH:26])[CH2:24][CH2:25]2)[N:14]=1. The catalyst class is: 150.